Dataset: Reaction yield outcomes from USPTO patents with 853,638 reactions. Task: Predict the reaction yield, written as a fraction of the theoretical maximum amount of product (1.0 means a 100% yield; for example, 0.34 means a 34% yield). (1) The reactants are [H-].[Na+].[O:3]=[C:4]([CH2:11][CH2:12][CH3:13])[CH2:5][C:6]([O:8][CH2:9][CH3:10])=[O:7].Br[CH2:15][C:16]1[CH:21]=[CH:20][C:19]([C:22]2[C:23]([C:28]#[N:29])=[CH:24][CH:25]=[CH:26][CH:27]=2)=[C:18]([F:30])[CH:17]=1.Cl. The catalyst is O1CCCC1. The product is [C:28]([C:23]1[CH:24]=[CH:25][CH:26]=[CH:27][C:22]=1[C:19]1[CH:20]=[CH:21][C:16]([CH2:15][CH:5]([C:4](=[O:3])[CH2:11][CH2:12][CH3:13])[C:6]([O:8][CH2:9][CH3:10])=[O:7])=[CH:17][C:18]=1[F:30])#[N:29]. The yield is 1.00. (2) The reactants are Br[CH2:2][C:3]1[N:4]=[C:5]([C:9]2[CH:14]=[CH:13][C:12]([O:15][CH3:16])=[CH:11][CH:10]=2)[O:6][C:7]=1[CH3:8].[F:17][C:18]1[C:26]([OH:27])=[CH:25][CH:24]=[C:23]([F:28])[C:19]=1[C:20]([NH2:22])=[O:21].C(=O)([O-])[O-].[K+].[K+]. The catalyst is CN(C=O)C. The product is [F:17][C:18]1[C:26]([O:27][CH2:2][C:3]2[N:4]=[C:5]([C:9]3[CH:14]=[CH:13][C:12]([O:15][CH3:16])=[CH:11][CH:10]=3)[O:6][C:7]=2[CH3:8])=[CH:25][CH:24]=[C:23]([F:28])[C:19]=1[C:20]([NH2:22])=[O:21]. The yield is 0.870.